This data is from Full USPTO retrosynthesis dataset with 1.9M reactions from patents (1976-2016). The task is: Predict the reactants needed to synthesize the given product. (1) Given the product [C:14]([O:18][C:19](=[O:25])[NH:20][CH2:21][C@H:22]([OH:23])[CH2:24][NH:1][C:2]1[CH:3]=[C:4]2[C:8](=[C:9]([F:11])[CH:10]=1)[N:7]([CH3:12])[C:6](=[O:13])[CH2:5]2)([CH3:16])([CH3:15])[CH3:17], predict the reactants needed to synthesize it. The reactants are: [NH2:1][C:2]1[CH:3]=[C:4]2[C:8](=[C:9]([F:11])[CH:10]=1)[N:7]([CH3:12])[C:6](=[O:13])[CH2:5]2.[C:14]([O:18][C:19](=[O:25])[NH:20][CH2:21][C@H:22]1[CH2:24][O:23]1)([CH3:17])([CH3:16])[CH3:15].FC(F)(F)S([O-])(=O)=O.[Li+]. (2) Given the product [C:1]([C:3]1[CH:4]=[CH:5][C:6]([O:34][CH3:35])=[C:7]([C:9]2[NH:13][N:12]=[CH:11][C:10]=2[NH:22][C:23]([C:25]2[CH:26]=[N:27][N:28]3[CH:33]=[CH:32][CH:31]=[N:30][C:29]=23)=[O:24])[CH:8]=1)#[N:2], predict the reactants needed to synthesize it. The reactants are: [C:1]([C:3]1[CH:4]=[CH:5][C:6]([O:34][CH3:35])=[C:7]([C:9]2[N:13](CCOC[Si](C)(C)C)[N:12]=[CH:11][C:10]=2[NH:22][C:23]([C:25]2[CH:26]=[N:27][N:28]3[CH:33]=[CH:32][CH:31]=[N:30][C:29]=23)=[O:24])[CH:8]=1)#[N:2].Cl.